Dataset: Reaction yield outcomes from USPTO patents with 853,638 reactions. Task: Predict the reaction yield, written as a fraction of the theoretical maximum amount of product (1.0 means a 100% yield; for example, 0.34 means a 34% yield). (1) The reactants are C[Si]([C:5]#[C:6][C:7]1[CH:12]=[CH:11][C:10]([C:13]2[N:17]([C:18]3[CH:23]=[CH:22][N:21]=[CH:20][CH:19]=3)[N:16]=[CH:15][CH:14]=2)=[CH:9][CH:8]=1)(C)C.O. The catalyst is CCCC[N+](CCCC)(CCCC)CCCC.[F-]. The product is [C:6]([C:7]1[CH:8]=[CH:9][C:10]([C:13]2[N:17]([C:18]3[CH:23]=[CH:22][N:21]=[CH:20][CH:19]=3)[N:16]=[CH:15][CH:14]=2)=[CH:11][CH:12]=1)#[CH:5]. The yield is 0.950. (2) The reactants are [C:1](#[N:9])[CH2:2][CH2:3][CH2:4][CH2:5][CH2:6][CH2:7][CH3:8].[NH2:10][OH:11]. The catalyst is O.CCO. The product is [OH:11][N:10]=[C:1]([NH2:9])[CH2:2][CH2:3][CH2:4][CH2:5][CH2:6][CH2:7][CH3:8]. The yield is 0.746. (3) The reactants are C([O:3][C:4](=O)[C:5]([OH:24])([C:20]([F:23])([F:22])[F:21])[CH2:6][C:7]([C:10]1[C:18]2[O:17][CH2:16][CH2:15][C:14]=2[CH:13]=[C:12]([Br:19])[CH:11]=1)([CH3:9])[CH3:8])C.[H-].[Al+3].[Li+].[H-].[H-].[H-]. The catalyst is C1COCC1. The product is [Br:19][C:12]1[CH:11]=[C:10]([C:7]([CH3:9])([CH3:8])[CH2:6][C:5]([C:20]([F:23])([F:21])[F:22])([OH:24])[CH2:4][OH:3])[C:18]2[O:17][CH2:16][CH2:15][C:14]=2[CH:13]=1. The yield is 0.720. (4) The reactants are [C:9](O[C:9]([O:11][C:12]([CH3:15])([CH3:14])[CH3:13])=[O:10])([O:11][C:12]([CH3:15])([CH3:14])[CH3:13])=[O:10].[NH2:16][CH2:17][CH2:18][CH2:19][N:20]([CH3:62])[CH2:21][CH2:22][CH2:23][NH:24][C:25]1[C:37]2[C:36]3[C:31](=[CH:32][C:33]([C:38]([O:40][CH3:41])=[O:39])=[CH:34][CH:35]=3)[NH:30][C:29]=2[N:28]=[C:27]([CH2:42][C:43]2[CH:48]=[CH:47][CH:46]=[C:45]([CH:49]([O:54][CH2:55][C:56]3[CH:61]=[CH:60][CH:59]=[CH:58][CH:57]=3)[C:50]([F:53])([F:52])[F:51])[CH:44]=2)[N:26]=1.C(N(CC)CC)C. The catalyst is C(Cl)Cl.CO. The product is [CH2:55]([O:54][CH:49]([C:45]1[CH:44]=[C:43]([CH:48]=[CH:47][CH:46]=1)[CH2:42][C:27]1[N:26]=[C:25]([NH:24][CH2:23][CH2:22][CH2:21][N:20]([CH2:19][CH2:18][CH2:17][NH:16][C:9]([O:11][C:12]([CH3:13])([CH3:14])[CH3:15])=[O:10])[CH3:62])[C:37]2[C:36]3[C:31](=[CH:32][C:33]([C:38]([O:40][CH3:41])=[O:39])=[CH:34][CH:35]=3)[NH:30][C:29]=2[N:28]=1)[C:50]([F:52])([F:53])[F:51])[C:56]1[CH:61]=[CH:60][CH:59]=[CH:58][CH:57]=1. The yield is 0.920. (5) The reactants are [CH:1]([S:3]([N:6]1[CH2:9][CH:8]([C:10]2[CH:31]=[CH:30][C:13]3[C:14]4[N:15]=[C:16]([C:22]5[N:23]([CH:27]([CH3:29])[CH3:28])[N:24]=[CH:25][N:26]=5)[S:17][C:18]=4[CH2:19][CH2:20][O:21][C:12]=3[CH:11]=2)[CH2:7]1)(=[O:5])=[O:4])=[CH2:2].[CH3:32][NH:33][CH3:34]. No catalyst specified. The product is [CH:27]([N:23]1[C:22]([C:16]2[S:17][C:18]3[CH2:19][CH2:20][O:21][C:12]4[CH:11]=[C:10]([CH:8]5[CH2:7][N:6]([S:3]([CH2:1][CH2:2][N:33]([CH3:34])[CH3:32])(=[O:5])=[O:4])[CH2:9]5)[CH:31]=[CH:30][C:13]=4[C:14]=3[N:15]=2)=[N:26][CH:25]=[N:24]1)([CH3:28])[CH3:29]. The yield is 0.340. (6) The reactants are [NH2:1][C:2]1[CH:7]=[CH:6][C:5]([N:8]2[CH2:13][CH2:12][N:11]([C:14]([O:16][C:17]([CH3:20])([CH3:19])[CH3:18])=[O:15])[CH2:10][CH2:9]2)=[CH:4][CH:3]=1.Cl[C:22]1[N:27]=[C:26]([C:28]#[C:29][C:30]2[CH:35]=[CH:34][CH:33]=[CH:32][C:31]=2[CH2:36][C:37]([O-:39])=[O:38])[C:25]([CH3:40])=[CH:24][N:23]=1.[CH3:41]C1(C)C2C(=C(P(C3C=CC=CC=3)C3C=CC=CC=3)C=CC=2)OC2C(P(C3C=CC=CC=3)C3C=CC=CC=3)=CC=CC1=2.C([O-])([O-])=O.[Na+].[Na+]. The catalyst is COCCOC.C1C=CC(/C=C/C(/C=C/C2C=CC=CC=2)=O)=CC=1.C1C=CC(/C=C/C(/C=C/C2C=CC=CC=2)=O)=CC=1.C1C=CC(/C=C/C(/C=C/C2C=CC=CC=2)=O)=CC=1.[Pd].[Pd]. The product is [CH3:41][O:39][C:37](=[O:38])[CH2:36][C:31]1[CH:32]=[CH:33][CH:34]=[CH:35][C:30]=1[C:29]#[C:28][C:26]1[C:25]([CH3:40])=[CH:24][N:23]=[C:22]([NH:1][C:2]2[CH:7]=[CH:6][C:5]([N:8]3[CH2:13][CH2:12][N:11]([C:14]([O:16][C:17]([CH3:20])([CH3:19])[CH3:18])=[O:15])[CH2:10][CH2:9]3)=[CH:4][CH:3]=2)[N:27]=1. The yield is 0.0800.